From a dataset of Catalyst prediction with 721,799 reactions and 888 catalyst types from USPTO. Predict which catalyst facilitates the given reaction. (1) Reactant: [Br:1][C:2]1[CH:7]=[CH:6][CH:5]=[C:4]([O:8][CH2:9][CH:10](OCC)OCC)[CH:3]=1.O. Product: [Br:1][C:2]1[CH:7]=[CH:6][C:5]2[CH:10]=[CH:9][O:8][C:4]=2[CH:3]=1. The catalyst class is: 11. (2) Reactant: C([O:3][C:4](=[O:22])[CH2:5][C:6]1[NH:11][C:10]2[S:12][CH:13]=[C:14]([CH2:15][O:16][CH2:17][O:18][CH3:19])[C:9]=2[S:8](=[O:21])(=[O:20])[N:7]=1)C.O.[OH-].[Li+]. Product: [CH3:19][O:18][CH2:17][O:16][CH2:15][C:14]1[C:9]2[S:8](=[O:21])(=[O:20])[N:7]=[C:6]([CH2:5][C:4]([OH:22])=[O:3])[NH:11][C:10]=2[S:12][CH:13]=1. The catalyst class is: 30.